This data is from Full USPTO retrosynthesis dataset with 1.9M reactions from patents (1976-2016). The task is: Predict the reactants needed to synthesize the given product. (1) Given the product [C:28]([N:22]([N:11]1[C:10](=[O:27])[C:9]2[C:14](=[CH:15][C:16]([C:17]([F:19])([F:20])[F:18])=[C:7]([C:6]3[N:2]([CH3:1])[N:3]=[CH:4][CH:5]=3)[CH:8]=2)[NH:13][C:12]1=[O:21])[S:23]([CH3:26])(=[O:25])=[O:24])(=[O:34])[CH2:29][CH2:30][CH2:31][CH2:32][CH3:33], predict the reactants needed to synthesize it. The reactants are: [CH3:1][N:2]1[C:6]([C:7]2[CH:8]=[C:9]3[C:14](=[CH:15][C:16]=2[C:17]([F:20])([F:19])[F:18])[NH:13][C:12](=[O:21])[N:11]([NH:22][S:23]([CH3:26])(=[O:25])=[O:24])[C:10]3=[O:27])=[CH:5][CH:4]=[N:3]1.[C:28](Cl)(=[O:34])[CH2:29][CH2:30][CH2:31][CH2:32][CH3:33]. (2) Given the product [F:23][C:2]([F:1])([F:22])[C:3]1[CH:17]=[C:16]([C:18]([F:21])([F:20])[F:19])[CH:15]=[CH:14][C:4]=1[CH2:5][N:6]1[CH2:11][CH2:10][CH:9](/[CH:12]=[C:33]2/[C:29]([NH:28][CH2:27][CH:24]3[CH2:25][CH2:26]3)=[N:30][C:31](=[O:34])[S:32]/2)[CH2:8][CH2:7]1, predict the reactants needed to synthesize it. The reactants are: [F:1][C:2]([F:23])([F:22])[C:3]1[CH:17]=[C:16]([C:18]([F:21])([F:20])[F:19])[CH:15]=[CH:14][C:4]=1[CH2:5][N:6]1[CH2:11][CH2:10][CH:9]([CH:12]=O)[CH2:8][CH2:7]1.[CH:24]1([CH2:27][NH:28][C:29]2[CH2:33][S:32][C:31](=[O:34])[N:30]=2)[CH2:26][CH2:25]1.CC(C)([O-])C.[K+]. (3) Given the product [CH3:36][C:38]1[CH:39]=[CH:40][CH:41]=[C:42]2[C:51]=1[N:50]=[C:49]1[C:44]([CH:45]=[CH:46][CH:47]=[C:3]1[C:4]([NH:6][CH2:7][CH2:8][CH2:9][NH:10][CH2:11][CH2:12][CH2:13][NH:14][C:15]1[N:16]=[N+:17]([O-:27])[C:18]3[CH:25]=[CH:24][C:23]([CH3:26])=[CH:22][C:19]=3[N+:20]=1[O-:21])=[O:5])=[N:43]2, predict the reactants needed to synthesize it. The reactants are: N.F[C:3](F)(F)[C:4]([NH:6][CH2:7][CH2:8][CH2:9][N:10](C)[CH2:11][CH2:12][CH2:13][NH:14][C:15]1[N:16]=[N+:17]([O-:27])[C:18]2[CH:25]=[CH:24][C:23]([CH3:26])=[CH:22][C:19]=2[N+:20]=1[O-:21])=[O:5].N1([C:36]([C:38]2[C:51]3[C:42](=[N:43][C:44]4[C:49]([N:50]=3)=C(C)[CH:47]=[CH:46][CH:45]=4)[CH:41]=[CH:40][CH:39]=2)=O)C=CN=C1. (4) The reactants are: [C:1]([C:5]1[CH:10]=[CH:9][C:8]([N+:11]([O-:13])=[O:12])=[CH:7][C:6]=1[CH:14]=[CH:15][CH2:16][CH:17]=O)([CH3:4])([CH3:3])[CH3:2].[NH:19]1[CH2:23][CH2:22][CH2:21][CH2:20]1.[BH-](OC(C)=O)(OC(C)=O)OC(C)=O.[Na+].C([O-])(O)=O.[Na+].[OH-].[Na+]. Given the product [C:1]([C:5]1[CH:10]=[CH:9][C:8]([N+:11]([O-:13])=[O:12])=[CH:7][C:6]=1[CH:14]=[CH:15][CH2:16][CH2:17][N:19]1[CH2:23][CH2:22][CH2:21][CH2:20]1)([CH3:4])([CH3:3])[CH3:2], predict the reactants needed to synthesize it. (5) Given the product [CH:10]1([CH2:9][N:8]2[C:7]3[CH:6]=[CH:5][C:4]([NH:16][S:17]([C:20]4[CH:21]=[CH:22][CH:23]=[CH:24][CH:25]=4)(=[O:19])=[O:18])=[CH:3][C:2]=3[N:1]=[C:26]2[C:27]([CH3:33])([CH3:28])[CH2:31][CH3:32])[CH2:11][CH2:12][CH2:13][CH2:14][CH2:15]1, predict the reactants needed to synthesize it. The reactants are: [NH2:1][C:2]1[CH:3]=[C:4]([NH:16][S:17]([C:20]2[CH:25]=[CH:24][CH:23]=[CH:22][CH:21]=2)(=[O:19])=[O:18])[CH:5]=[CH:6][C:7]=1[NH:8][CH2:9][CH:10]1[CH2:15][CH2:14][CH2:13][CH2:12][CH2:11]1.[CH3:26][C:27]([CH3:33])([CH2:31][CH3:32])[C:28](O)=O.C(N(C(C)C)CC)(C)C.CN(C(ON1N=NC2C=CC=NC1=2)=[N+](C)C)C.F[P-](F)(F)(F)(F)F. (6) Given the product [Cl:1][C:2]1[CH:7]=[C:6]([Cl:8])[CH:5]=[CH:4][C:3]=1[N:9]1[C:15]2=[N:16][C:17]3[CH:22]=[CH:21][CH:20]=[C:19]([N:23]([CH2:26][CH3:27])[CH2:24][CH3:25])[C:18]=3[N:14]2[CH2:13][C:12](=[O:28])[CH2:11][CH2:10]1, predict the reactants needed to synthesize it. The reactants are: [Cl:1][C:2]1[CH:7]=[C:6]([Cl:8])[CH:5]=[CH:4][C:3]=1[N:9]1[C:15]2=[N:16][C:17]3[CH:22]=[CH:21][CH:20]=[C:19]([N:23]([CH2:26][CH3:27])[CH2:24][CH3:25])[C:18]=3[N:14]2[CH2:13][CH:12]([OH:28])[CH2:11][CH2:10]1.C(#N)C. (7) Given the product [C:63]([O:62][CH2:61][C@@H:15]([O:14][C:1](=[O:13])[CH2:2][CH2:3][CH2:4][CH2:5][CH2:6][CH2:7][CH2:8][CH2:9][CH2:10][CH2:11][CH3:12])[CH2:16][S:17][CH2:18][C@H:19]([NH:43][C:44]([O:46][CH2:47][CH:48]1[C:60]2[CH:59]=[CH:58][CH:57]=[CH:56][C:55]=2[C:54]2[C:49]1=[CH:50][CH:51]=[CH:52][CH:53]=2)=[O:45])[C:20](=[O:42])[NH:21][CH2:22][CH2:23][CH2:24][O:25][CH2:26][CH2:27][CH2:28][CH2:29][O:30][CH2:31][CH2:32][CH2:33][NH2:34])(=[O:75])[CH2:64][CH2:65][CH2:66][CH2:67][CH2:68][CH2:69][CH2:70][CH2:71][CH2:72][CH2:73][CH3:74], predict the reactants needed to synthesize it. The reactants are: [C:1]([O:14][C@H:15]([CH2:61][O:62][C:63](=[O:75])[CH2:64][CH2:65][CH2:66][CH2:67][CH2:68][CH2:69][CH2:70][CH2:71][CH2:72][CH2:73][CH3:74])[CH2:16][S:17][CH2:18][C@H:19]([NH:43][C:44]([O:46][CH2:47][CH:48]1[C:60]2[CH:59]=[CH:58][CH:57]=[CH:56][C:55]=2[C:54]2[C:49]1=[CH:50][CH:51]=[CH:52][CH:53]=2)=[O:45])[C:20](=[O:42])[NH:21][CH2:22][CH2:23][CH2:24][O:25][CH2:26][CH2:27][CH2:28][CH2:29][O:30][CH2:31][CH2:32][CH2:33][NH:34]C(=O)OC(C)(C)C)(=[O:13])[CH2:2][CH2:3][CH2:4][CH2:5][CH2:6][CH2:7][CH2:8][CH2:9][CH2:10][CH2:11][CH3:12].